Predict the product of the given reaction. From a dataset of Forward reaction prediction with 1.9M reactions from USPTO patents (1976-2016). Given the reactants [Cl:1][C:2]1[CH:7]=[CH:6][C:5](/[CH:8]=[CH:9]/[C:10]([OH:12])=O)=[CH:4][CH:3]=1.[C:13](Cl)(=[O:17])[C:14](Cl)=O.C[N:20]([CH:22]=[O:23])C, predict the reaction product. The product is: [CH2:8]([C@@H:14]1[CH2:13][O:17][C:22](=[O:23])[N:20]1[C:10](=[O:12])/[CH:9]=[CH:8]/[C:5]1[CH:4]=[CH:3][C:2]([Cl:1])=[CH:7][CH:6]=1)[C:5]1[CH:6]=[CH:7][CH:2]=[CH:3][CH:4]=1.